Predict the reactants needed to synthesize the given product. From a dataset of Full USPTO retrosynthesis dataset with 1.9M reactions from patents (1976-2016). (1) Given the product [CH3:1][C:2]1[CH:3]=[CH:4][C:5]([CH:8]([CH:14]2[CH2:15][CH2:16][O:17][CH2:18][CH2:19]2)[C:9]([OH:11])=[O:10])=[CH:6][CH:7]=1, predict the reactants needed to synthesize it. The reactants are: [CH3:1][C:2]1[CH:7]=[CH:6][C:5]([CH:8]([CH:14]2[CH2:19][CH2:18][O:17][CH2:16][CH2:15]2)[C:9]([O:11]CC)=[O:10])=[CH:4][CH:3]=1.[OH-].[Na+]. (2) Given the product [Si:16]([O:11][CH2:10][C:2]1[NH:1][C:9]2[C:4]([CH:3]=1)=[CH:5][CH:6]=[CH:7][CH:8]=2)([C:13]([CH3:15])([CH3:14])[CH3:12])([CH3:18])[CH3:17], predict the reactants needed to synthesize it. The reactants are: [NH:1]1[C:9]2[C:4](=[CH:5][CH:6]=[CH:7][CH:8]=2)[CH:3]=[C:2]1[CH2:10][OH:11].[CH3:12][C:13]([Si:16](Cl)([CH3:18])[CH3:17])([CH3:15])[CH3:14].N1C=CN=C1. (3) Given the product [CH3:1][C:2]1[CH:3]=[C:4]2[N:9]([CH:10]=1)[CH:8]=[CH:7][CH:6]=[CH:5]2, predict the reactants needed to synthesize it. The reactants are: [CH3:1][C:2]1[C:3](N=O)=[C:4]2[N:9]([C:10]=1C(OC)=O)[CH:8]=[CH:7][CH:6]=[CH:5]2.N([O-])=O.[Na+].CC1C=C2N(C=1C(OC)=O)C=CC=C2. (4) The reactants are: [CH3:1][N:2]([CH3:19])[C:3](=[O:18])[C@H:4]([O:6][C:7]1[CH:16]=[CH:15][CH:14]=[C:13]2[C:8]=1[C:9](=O)[NH:10][CH:11]=[N:12]2)[CH3:5].[F:20][C:21]1[N:26]=[CH:25][C:24]([CH2:27][N:28]2[C:36]3[C:31](=[CH:32][C:33]([NH2:37])=[CH:34][CH:35]=3)[CH:30]=[CH:29]2)=[CH:23][CH:22]=1. Given the product [F:20][C:21]1[N:26]=[CH:25][C:24]([CH2:27][N:28]2[C:36]3[C:31](=[CH:32][C:33]([NH:37][C:9]4[C:8]5[C:13](=[CH:14][CH:15]=[CH:16][C:7]=5[O:6][C@H:4]([CH3:5])[C:3]([N:2]([CH3:19])[CH3:1])=[O:18])[N:12]=[CH:11][N:10]=4)=[CH:34][CH:35]=3)[CH:30]=[CH:29]2)=[CH:23][CH:22]=1, predict the reactants needed to synthesize it. (5) The reactants are: Br[CH2:2][CH2:3][CH2:4][CH2:5][CH2:6][C:7]([F:10])([F:9])[F:8].C[N+]([O-:15])(C)C. Given the product [F:8][C:7]([F:10])([F:9])[CH2:6][CH2:5][CH2:4][CH2:3][CH:2]=[O:15], predict the reactants needed to synthesize it. (6) Given the product [CH2:3]([O:5][C:6]([C:8]1[N:9]([CH2:17][CH2:18][O:19][CH2:20][CH2:21][O:22][CH3:23])[C:10]2[C:15]([CH:16]=1)=[CH:14][CH:13]=[CH:12][CH:11]=2)=[O:7])[CH3:4], predict the reactants needed to synthesize it. The reactants are: [H-].[Na+].[CH2:3]([O:5][C:6]([C:8]1[N:9]([CH2:17][CH2:18][O:19][CH2:20][CH2:21][OH:22])[C:10]2[C:15]([CH:16]=1)=[CH:14][CH:13]=[CH:12][CH:11]=2)=[O:7])[CH3:4].[CH3:23]I.O. (7) The reactants are: [Cl:1][C:2]1[C:3]([F:31])=[C:4]([C@@H:8]2[C@:12]([C:15]3[CH:20]=[CH:19][C:18]([Cl:21])=[CH:17][C:16]=3[F:22])([C:13]#[N:14])[C@H:11]([CH2:23][C:24]([CH3:27])([CH3:26])[CH3:25])[NH:10][C@H:9]2[C:28]([OH:30])=O)[CH:5]=[CH:6][CH:7]=1.[NH2:32][C:33]1[CH:38]=[CH:37][C:36]([CH2:39][C:40]([O:42][CH3:43])=[O:41])=[CH:35][CH:34]=1.CN(C(ON1N=NC2C=CC=NC1=2)=[N+](C)C)C.F[P-](F)(F)(F)(F)F.CCN(C(C)C)C(C)C. Given the product [CH3:43][O:42][C:40](=[O:41])[CH2:39][C:36]1[CH:37]=[CH:38][C:33]([NH:32][C:28]([C@H:9]2[C@H:8]([C:4]3[CH:5]=[CH:6][CH:7]=[C:2]([Cl:1])[C:3]=3[F:31])[C@:12]([C:15]3[CH:20]=[CH:19][C:18]([Cl:21])=[CH:17][C:16]=3[F:22])([C:13]#[N:14])[C@H:11]([CH2:23][C:24]([CH3:27])([CH3:25])[CH3:26])[NH:10]2)=[O:30])=[CH:34][CH:35]=1, predict the reactants needed to synthesize it. (8) Given the product [Cl:1][C:2]1[N:7]=[C:6]2[CH:8]=[C:9]([CH:20]=[O:21])[NH:10][C:5]2=[CH:4][CH:3]=1, predict the reactants needed to synthesize it. The reactants are: [Cl:1][C:2]1[N:7]=[C:6]2[CH:8]=[C:9]([CH:20]=[O:21])[N:10](S(C3C=CC=CC=3)(=O)=O)[C:5]2=[CH:4][CH:3]=1.[OH-].[Na+].CO.[NH4+].[Cl-].